From a dataset of Forward reaction prediction with 1.9M reactions from USPTO patents (1976-2016). Predict the product of the given reaction. The product is: [CH2:59]([C:66]1[C:67]([Cl:112])=[C:68]([OH:111])[C:69]([Br:1])=[C:70]([C@H:72]2[C@H:77]([O:78][CH2:79][C:80]3[CH:85]=[CH:84][CH:83]=[CH:82][CH:81]=3)[C@@H:76]([O:86][CH2:87][C:88]3[CH:93]=[CH:92][CH:91]=[CH:90][CH:89]=3)[C@H:75]([O:94][CH2:95][C:96]3[CH:97]=[CH:98][CH:99]=[CH:100][CH:101]=3)[C@@H:74]([CH2:102][O:103][CH2:104][C:105]3[CH:110]=[CH:109][CH:108]=[CH:107][CH:106]=3)[O:73]2)[CH:71]=1)[C:60]1[CH:65]=[CH:64][CH:63]=[CH:62][CH:61]=1. Given the reactants [Br:1]C1C(Cl)=C(CC2C=CC(OCC)=CC=2)C=C([C@H]2[C@H](OCC3C=CC=CC=3)[C@@H](OCC3C=CC=CC=3)[C@H](OCC3C=CC=CC=3)[C@@H](COCC3C=CC=CC=3)O2)C=1O.[CH2:59]([C:66]1[C:67]([Cl:112])=[C:68]([OH:111])[CH:69]=[C:70]([C@H:72]2[C@H:77]([O:78][CH2:79][C:80]3[CH:85]=[CH:84][CH:83]=[CH:82][CH:81]=3)[C@@H:76]([O:86][CH2:87][C:88]3[CH:93]=[CH:92][CH:91]=[CH:90][CH:89]=3)[C@H:75]([O:94][CH2:95][C:96]3[CH:101]=[CH:100][CH:99]=[CH:98][CH:97]=3)[C@@H:74]([CH2:102][O:103][CH2:104][C:105]3[CH:110]=[CH:109][CH:108]=[CH:107][CH:106]=3)[O:73]2)[CH:71]=1)[C:60]1[CH:65]=[CH:64][CH:63]=[CH:62][CH:61]=1, predict the reaction product.